From a dataset of Full USPTO retrosynthesis dataset with 1.9M reactions from patents (1976-2016). Predict the reactants needed to synthesize the given product. (1) Given the product [CH3:33][C:34]1[C:39]([CH3:40])=[CH:38][CH:37]=[CH:36][C:35]=1[C:7]([C:3]1[CH:2]=[N:1][CH:6]=[CH:5][CH:4]=1)([C:9]1[N:13]([C:14]([C:27]2[CH:32]=[CH:31][CH:30]=[CH:29][CH:28]=2)([C:15]2[CH:20]=[CH:19][CH:18]=[CH:17][CH:16]=2)[C:21]2[CH:22]=[CH:23][CH:24]=[CH:25][CH:26]=2)[CH:12]=[N:11][CH:10]=1)[OH:8], predict the reactants needed to synthesize it. The reactants are: [N:1]1[CH:6]=[CH:5][CH:4]=[C:3]([C:7]([C:9]2[N:13]([C:14]([C:27]3[CH:32]=[CH:31][CH:30]=[CH:29][CH:28]=3)([C:21]3[CH:26]=[CH:25][CH:24]=[CH:23][CH:22]=3)[C:15]3[CH:20]=[CH:19][CH:18]=[CH:17][CH:16]=3)[CH:12]=[N:11][CH:10]=2)=[O:8])[CH:2]=1.[CH3:33][C:34]1[C:39]([CH3:40])=[CH:38][CH:37]=[CH:36][C:35]=1[Mg]Br. (2) The reactants are: CN(C([O:8][N:9]1[N:17]=[N:16][C:11]2[CH:12]=[CH:13][CH:14]=[CH:15][C:10]1=2)=[N+](C)C)C.[B-](F)(F)(F)F. Given the product [CH:13]1[CH:14]=[CH:15][C:10]2[N:9]([OH:8])[N:17]=[N:16][C:11]=2[CH:12]=1, predict the reactants needed to synthesize it. (3) Given the product [CH3:41][C:37]1[CH:36]=[C:35]([CH:40]=[CH:39][CH:38]=1)[CH2:34][NH:33][C:30]1[N:29]=[CH:28][C:27]([C@@H:25]2[CH2:26][C@H:24]2[NH:16][CH:13]2[CH2:12][CH2:11][CH:10]([NH2:9])[CH2:15][CH2:14]2)=[CH:32][CH:31]=1, predict the reactants needed to synthesize it. The reactants are: Cl.C(OC([NH:9][CH:10]1[CH2:15][CH2:14][CH:13]([N:16]([C@@H:24]2[CH2:26][C@H:25]2[C:27]2[CH:28]=[N:29][C:30]([NH:33][CH2:34][C:35]3[CH:40]=[CH:39][CH:38]=[C:37]([CH3:41])[CH:36]=3)=[CH:31][CH:32]=2)C(=O)OC(C)(C)C)[CH2:12][CH2:11]1)=O)(C)(C)C. (4) Given the product [ClH:1].[Cl:1][C:2]1[CH:9]=[C:8]([C:20]2[NH:19][N:18]=[CH:22][CH:21]=2)[CH:7]=[C:6]([Cl:11])[C:3]=1[C:4]#[N:5], predict the reactants needed to synthesize it. The reactants are: [Cl:1][C:2]1[CH:9]=[C:8](I)[CH:7]=[C:6]([Cl:11])[C:3]=1[C:4]#[N:5].O1CCCCC1[N:18]1[C:22](B2OC(C)(C)C(C)(C)O2)=[CH:21][CH:20]=[N:19]1.Cl.